Dataset: Forward reaction prediction with 1.9M reactions from USPTO patents (1976-2016). Task: Predict the product of the given reaction. (1) Given the reactants [CH3:1][C:2]1[N:3]([CH:19]2[CH2:24][CH2:23][CH2:22][CH2:21][O:20]2)[N:4]=[C:5]2[C:14]3[CH:13]=[C:12]([N+:15]([O-:17])=[O:16])[CH:11]=[CH:10][C:9]=3[NH:8][C:7](=[O:18])[C:6]=12.[CH3:25][C:26]([O-:29])([CH3:28])[CH3:27].[K+].[C:31]([O-:34])([O-])=O.[K+].[K+], predict the reaction product. The product is: [C:26]([O:29][C:31](=[O:34])[NH:3][CH2:2][CH2:6][CH2:5][N:8]1[C:9]2[CH:10]=[CH:11][C:12]([N+:15]([O-:17])=[O:16])=[CH:13][C:14]=2[C:5]2=[N:4][N:3]([CH:19]3[CH2:24][CH2:23][CH2:22][CH2:21][O:20]3)[C:2]([CH3:1])=[C:6]2[C:7]1=[O:18])([CH3:28])([CH3:27])[CH3:25]. (2) Given the reactants [F:1][C:2]([F:19])([F:18])[C:3]1[CH:8]=[CH:7][C:6]([C:9]2[CH:14]=[CH:13][C:12]([C:15]([OH:17])=O)=[CH:11][CH:10]=2)=[CH:5][CH:4]=1.C(Cl)CCl.C1C=CC2N(O)N=NC=2C=1.CCN(C(C)C)C(C)C.[NH:43]1[CH2:47][CH2:46][CH2:45][C@H:44]1[CH2:48][N:49]1[CH2:53][CH2:52][CH2:51][CH2:50]1, predict the reaction product. The product is: [N:49]1([CH2:48][C@@H:44]2[CH2:45][CH2:46][CH2:47][N:43]2[C:15]([C:12]2[CH:11]=[CH:10][C:9]([C:6]3[CH:5]=[CH:4][C:3]([C:2]([F:1])([F:19])[F:18])=[CH:8][CH:7]=3)=[CH:14][CH:13]=2)=[O:17])[CH2:53][CH2:52][CH2:51][CH2:50]1. (3) Given the reactants [Br:1][C:2]1[CH:3]=[C:4](I)[C:5]([NH2:8])=[N:6][CH:7]=1.[CH3:10][O:11][C:12]1[CH:13]=[C:14](B(O)O)[CH:15]=[CH:16][C:17]=1[O:18][CH3:19].C1(P(C2C=CC=CC=2)C2C=CC=CC=2)C=CC=CC=1, predict the reaction product. The product is: [Br:1][C:2]1[CH:3]=[C:4]([C:15]2[CH:14]=[CH:13][C:12]([O:11][CH3:10])=[C:17]([O:18][CH3:19])[CH:16]=2)[C:5]([NH2:8])=[N:6][CH:7]=1. (4) Given the reactants [Cl:1][C:2]1[CH:7]=[CH:6][C:5]([NH2:8])=[C:4]([NH2:9])[CH:3]=1.[Cl:10][C:11]1[CH:16]=[CH:15][C:14]([C:17]2[C:18]([O:20][C:21](=O)[CH:22]=2)=[O:19])=[CH:13][CH:12]=1, predict the reaction product. The product is: [ClH:1].[Cl:1][C:2]1[CH:7]=[CH:6][C:5]2[N:8]=[C:21]([CH2:22][CH:17]([C:14]3[CH:13]=[CH:12][C:11]([Cl:10])=[CH:16][CH:15]=3)[C:18]([OH:20])=[O:19])[NH:9][C:4]=2[CH:3]=1. (5) Given the reactants [Cl:1][C:2]1[CH:3]=[C:4]2[C:9](=[CH:10][CH:11]=1)[N:8]([C:12]([C:14]1[CH:19]=[CH:18][CH:17]=[CH:16][CH:15]=1)=[O:13])[C@@H:7]([CH3:20])[CH2:6][C@H:5]2[NH:21][C:22]1[CH:27]=[CH:26][CH:25]=[CH:24][CH:23]=1.[C:28](Cl)(=[O:30])[CH3:29], predict the reaction product. The product is: [C:12]([N:8]1[C:9]2[C:4](=[CH:3][C:2]([Cl:1])=[CH:11][CH:10]=2)[C@H:5]([N:21]([C:22]2[CH:23]=[CH:24][CH:25]=[CH:26][CH:27]=2)[C:28](=[O:30])[CH3:29])[CH2:6][C@@H:7]1[CH3:20])(=[O:13])[C:14]1[CH:19]=[CH:18][CH:17]=[CH:16][CH:15]=1. (6) Given the reactants [CH3:1][C:2]1[C:6]([CH2:7][CH2:8][NH:9][C:10]([C:12]2[C:20]3[N:19]=[C:18]([C:21]4[O:22][CH:23]=[CH:24][CH:25]=4)[NH:17][C:16]=3[C:15]([O:26]C)=[CH:14][CH:13]=2)=[O:11])=[C:5]([CH3:28])[O:4][N:3]=1.B(Br)(Br)Br, predict the reaction product. The product is: [CH3:1][C:2]1[C:6]([CH2:7][CH2:8][NH:9][C:10]([C:12]2[C:20]3[N:19]=[C:18]([C:21]4[O:22][CH:23]=[CH:24][CH:25]=4)[NH:17][C:16]=3[C:15]([OH:26])=[CH:14][CH:13]=2)=[O:11])=[C:5]([CH3:28])[O:4][N:3]=1. (7) Given the reactants [CH3:1][C:2]1([CH3:14])[CH2:13][CH2:12][C:5]2=[C:6]([C:9](O)=[O:10])[S:7][CH:8]=[C:4]2[CH2:3]1.Cl.[CH3:16][NH:17][O:18][CH3:19].CCN(C(C)C)C(C)C.CN(C(ON1N=NC2C=CC=CC1=2)=[N+](C)C)C.[B-](F)(F)(F)F, predict the reaction product. The product is: [CH3:19][O:18][N:17]([CH3:16])[C:9]([C:6]1[S:7][CH:8]=[C:4]2[CH2:3][C:2]([CH3:14])([CH3:1])[CH2:13][CH2:12][C:5]=12)=[O:10]. (8) Given the reactants [CH3:1][O:2][C:3]1[CH:11]=[CH:10][C:6]([C:7]([OH:9])=O)=[CH:5][C:4]=1/[CH:12]=[CH:13]/[C:14]1[CH:19]=[CH:18][C:17]([O:20][C:21]([F:24])([F:23])[F:22])=[CH:16][CH:15]=1.[CH3:25][O:26][CH2:27][CH2:28][NH2:29], predict the reaction product. The product is: [CH3:1][O:2][C:3]1[CH:11]=[CH:10][C:6]([C:7]([NH:29][CH2:28][CH2:27][O:26][CH3:25])=[O:9])=[CH:5][C:4]=1/[CH:12]=[CH:13]/[C:14]1[CH:15]=[CH:16][C:17]([O:20][C:21]([F:24])([F:23])[F:22])=[CH:18][CH:19]=1. (9) Given the reactants [O:1]1[CH2:6][CH2:5][CH2:4][CH:3]([CH2:7][CH2:8][CH2:9][CH2:10][OH:11])[CH2:2]1.C(N(CC)CC)C.[CH3:19][S:20](Cl)(=[O:22])=[O:21], predict the reaction product. The product is: [CH3:19][S:20]([O:11][CH2:10][CH2:9][CH2:8][CH2:7][CH:3]1[CH2:4][CH2:5][CH2:6][O:1][CH2:2]1)(=[O:22])=[O:21]. (10) Given the reactants [OH:1][CH:2]1[CH2:7][CH2:6][N:5]([C:8]2[CH:13]=[CH:12][C:11]([N+:14]([O-])=O)=[CH:10][CH:9]=2)[CH2:4][CH2:3]1.[H][H], predict the reaction product. The product is: [OH:1][CH:2]1[CH2:7][CH2:6][N:5]([C:8]2[CH:13]=[CH:12][C:11]([NH2:14])=[CH:10][CH:9]=2)[CH2:4][CH2:3]1.